This data is from Catalyst prediction with 721,799 reactions and 888 catalyst types from USPTO. The task is: Predict which catalyst facilitates the given reaction. (1) Reactant: [CH3:1][CH:2]([CH2:4][CH2:5][CH2:6][C@H:7]([C@@H:9]1[C@:26]2([CH3:27])[C@H:12]([C@H:13]3[C@H:23]([CH2:24][CH2:25]2)[C@:21]2([CH3:22])[C:16]([CH2:17][C@@H:18]([N:28](S(C4C=CC=CC=4[N+]([O-])=O)(=O)=O)[CH2:29][CH2:30][CH2:31][NH:32][C:33](=[O:52])[CH2:34][CH2:35][CH2:36][CH2:37][CH2:38][NH:39][C:40]4[C:45]5=[N:46][O:47][N:48]=[C:44]5[C:43]([N+:49]([O-:51])=[O:50])=[CH:42][CH:41]=4)[CH2:19][CH2:20]2)=[CH:15][CH2:14]3)[CH2:11][CH2:10]1)[CH3:8])[CH3:3].C([O-])([O-])=O.[K+].[K+].C1(S)C=CC=CC=1. Product: [CH3:3][CH:2]([CH2:4][CH2:5][CH2:6][C@H:7]([C@@H:9]1[C@:26]2([CH3:27])[C@H:12]([C@H:13]3[C@H:23]([CH2:24][CH2:25]2)[C@:21]2([CH3:22])[C:16]([CH2:17][C@@H:18]([NH:28][CH2:29][CH2:30][CH2:31][NH:32][C:33](=[O:52])[CH2:34][CH2:35][CH2:36][CH2:37][CH2:38][NH:39][C:40]4[C:45]5=[N:46][O:47][N:48]=[C:44]5[C:43]([N+:49]([O-:51])=[O:50])=[CH:42][CH:41]=4)[CH2:19][CH2:20]2)=[CH:15][CH2:14]3)[CH2:11][CH2:10]1)[CH3:8])[CH3:1]. The catalyst class is: 348. (2) Reactant: [N+:1]([CH:3](S(C1C=CC(C)=CC=1)(=O)=O)[CH2:4][CH3:5])#[C-:2].[Br:16][C:17]1[CH:24]=[CH:23][C:20]([CH:21]=[O:22])=[CH:19][CH:18]=1.C([O-])([O-])=O.[K+].[K+]. Product: [Br:16][C:17]1[CH:24]=[CH:23][C:20]([C:21]2[O:22][CH:2]=[N:1][C:3]=2[CH2:4][CH3:5])=[CH:19][CH:18]=1. The catalyst class is: 5. (3) Reactant: [CH:1]1([NH:4][C:5](=[O:27])[C:6]2[CH:11]=[CH:10][C:9]([CH3:12])=[C:8]([C:13]3[C:24](=[O:25])[N:23]([CH3:26])[C:16]4[N:17]=[C:18](SC)[N:19]=[CH:20][C:15]=4[CH:14]=3)[CH:7]=2)[CH2:3][CH2:2]1.O[O:29][S:30]([O-:32])=O.[K+].[CH3:34]O. Product: [CH:1]1([NH:4][C:5](=[O:27])[C:6]2[CH:11]=[CH:10][C:9]([CH3:12])=[C:8]([C:13]3[C:24](=[O:25])[N:23]([CH3:26])[C:16]4[N:17]=[C:18]([S:30]([CH3:34])(=[O:32])=[O:29])[N:19]=[CH:20][C:15]=4[CH:14]=3)[CH:7]=2)[CH2:3][CH2:2]1. The catalyst class is: 20. (4) Reactant: [I:1][C:2]1[CH:7]=[CH:6][NH:5][C:4](=[O:8])[CH:3]=1.Br[CH2:10][CH2:11][CH3:12].C([O-])([O-])=O.[K+].[K+].O. Product: [I:1][C:2]1[CH:7]=[CH:6][N:5]([CH2:10][CH2:11][CH3:12])[C:4](=[O:8])[CH:3]=1. The catalyst class is: 3. (5) Reactant: [NH:1]1[CH:5]=[CH:4][CH:3]=[N:2]1.C(=O)([O-])[O-].[Cs+].[Cs+].[Cl:12][C:13]1[CH:14]=[CH:15][C:16](I)=[C:17]([CH:21]=1)[C:18]([OH:20])=[O:19].O. Product: [Cl:12][C:13]1[CH:14]=[CH:15][C:16]([N:1]2[CH:5]=[CH:4][CH:3]=[N:2]2)=[C:17]([CH:21]=1)[C:18]([OH:20])=[O:19]. The catalyst class is: 122. (6) Reactant: [Cl:1][C:2]1[CH:15]=[CH:14][C:5]([C:6]([NH:8][CH2:9][CH:10]2[CH2:13][CH2:12][CH2:11]2)=[O:7])=[CH:4][N:3]=1.[CH:16]([Mg]Cl)([CH3:18])[CH3:17].CO.ClC1C(=O)C(C#N)=C(C#N)C(=O)C=1Cl. Product: [CH3:2][CH2:15][CH2:14][CH:5]([CH3:6])[CH3:4].[Cl:1][C:2]1[CH:15]=[C:14]([CH:16]([CH3:18])[CH3:17])[C:5]([C:6]([NH:8][CH2:9][CH:10]2[CH2:13][CH2:12][CH2:11]2)=[O:7])=[CH:4][N:3]=1. The catalyst class is: 7.